Predict the reactants needed to synthesize the given product. From a dataset of Full USPTO retrosynthesis dataset with 1.9M reactions from patents (1976-2016). Given the product [CH3:20][O:19][C:17](=[O:18])[CH:16]([C:11]1[CH:10]=[CH:9][CH:8]=[C:7]([CH2:6][C:5]([O:4][CH3:3])=[O:14])[CH:12]=1)[C:15]([O:22][CH3:23])=[O:21], predict the reactants needed to synthesize it. The reactants are: [H-].[Na+].[CH3:3][O:4][C:5](=[O:14])[CH2:6][C:7]1[CH:12]=[CH:11][CH:10]=[C:9](Br)[CH:8]=1.[C:15]([O:22][CH3:23])(=[O:21])[CH2:16][C:17]([O:19][CH3:20])=[O:18].